This data is from NCI-60 drug combinations with 297,098 pairs across 59 cell lines. The task is: Regression. Given two drug SMILES strings and cell line genomic features, predict the synergy score measuring deviation from expected non-interaction effect. (1) Drug 1: C1C(C(OC1N2C=NC3=C(N=C(N=C32)Cl)N)CO)O. Drug 2: C1CN1C2=NC(=NC(=N2)N3CC3)N4CC4. Cell line: NCI-H460. Synergy scores: CSS=55.6, Synergy_ZIP=0.0587, Synergy_Bliss=-1.14, Synergy_Loewe=-3.94, Synergy_HSA=-1.44. (2) Drug 1: CCN(CC)CCNC(=O)C1=C(NC(=C1C)C=C2C3=C(C=CC(=C3)F)NC2=O)C. Drug 2: CC1=C(C(=O)C2=C(C1=O)N3CC4C(C3(C2COC(=O)N)OC)N4)N. Cell line: HCC-2998. Synergy scores: CSS=34.2, Synergy_ZIP=-0.125, Synergy_Bliss=-2.40, Synergy_Loewe=2.74, Synergy_HSA=7.84. (3) Drug 1: CC(CN1CC(=O)NC(=O)C1)N2CC(=O)NC(=O)C2. Cell line: M14. Drug 2: CC1CCC2CC(C(=CC=CC=CC(CC(C(=O)C(C(C(=CC(C(=O)CC(OC(=O)C3CCCCN3C(=O)C(=O)C1(O2)O)C(C)CC4CCC(C(C4)OC)OCCO)C)C)O)OC)C)C)C)OC. Synergy scores: CSS=10.8, Synergy_ZIP=-2.95, Synergy_Bliss=0.797, Synergy_Loewe=-2.27, Synergy_HSA=0.890.